Dataset: Full USPTO retrosynthesis dataset with 1.9M reactions from patents (1976-2016). Task: Predict the reactants needed to synthesize the given product. (1) Given the product [C:1]1([C:13]2[CH:18]=[CH:17][CH:16]=[CH:15][CH:14]=2)[CH:6]=[CH:5][C:4]([NH:7][C:8](=[O:12])[C:9](=[O:10])[N:23]2[CH2:24][CH2:25][N:20]([C:26](=[O:27])[C:28]3[CH:33]=[C:32]([F:34])[C:31]([F:35])=[C:30]([F:36])[CH:29]=3)[CH2:21][CH2:22]2)=[CH:3][CH:2]=1, predict the reactants needed to synthesize it. The reactants are: [C:1]1([C:13]2[CH:18]=[CH:17][CH:16]=[CH:15][CH:14]=2)[CH:6]=[CH:5][C:4]([NH:7][C:8](=[O:12])[C:9](Cl)=[O:10])=[CH:3][CH:2]=1.Cl.[N:20]1([C:26]([C:28]2[CH:33]=[C:32]([F:34])[C:31]([F:35])=[C:30]([F:36])[CH:29]=2)=[O:27])[CH2:25][CH2:24][NH:23][CH2:22][CH2:21]1.FC1C=C(C=C(F)C=1F)C(O)=O.CCN(C(C)C)C(C)C. (2) Given the product [OH:4][CH2:3][CH2:2][N:1]([CH2:15][C:16]1[CH:21]=[CH:20][CH:19]=[C:18]([CH2:22][N:1]([CH2:5][CH2:8][OH:11])[CH2:2][CH2:3][OH:4])[CH:17]=1)[CH2:5][CH2:6][OH:7], predict the reactants needed to synthesize it. The reactants are: [NH:1]([CH2:5][CH2:6][OH:7])[CH2:2][CH2:3][OH:4].[C:8](=[O:11])([O-])[O-].[K+].[K+].Br[CH2:15][C:16]1[CH:21]=[CH:20][CH:19]=[C:18]([CH2:22]Br)[CH:17]=1. (3) Given the product [CH2:1]([CH:16]([CH2:15][C:14]([F:21])([F:20])[F:13])[C:17]([OH:19])=[O:18])[CH3:2], predict the reactants needed to synthesize it. The reactants are: [CH:1](NC(C)C)(C)[CH3:2].C([Li])CCC.[F:13][C:14]([F:21])([F:20])[CH2:15][CH2:16][C:17]([OH:19])=[O:18].C(I)C. (4) Given the product [F:15][C:16]1[CH:21]=[CH:20][C:19]([F:22])=[CH:18][C:17]=1[C:23]1[N:25]=[C:4]([CH2:3][C:2]([C:9]2[CH:10]=[CH:11][N:12]=[CH:13][CH:14]=2)=[O:1])[O:6][N:24]=1, predict the reactants needed to synthesize it. The reactants are: [O:1]=[C:2]([C:9]1[CH:14]=[CH:13][N:12]=[CH:11][CH:10]=1)[CH2:3][C:4]([O:6]CC)=O.[F:15][C:16]1[CH:21]=[CH:20][C:19]([F:22])=[CH:18][C:17]=1[C:23](=[N:25]O)[NH2:24]. (5) Given the product [Br:1][C:2]1[CH:3]=[C:4]([O:12][C:13]2[CH:14]=[CH:15][CH:16]=[CH:17][CH:18]=2)[C:5]([NH:8][C:9]2[S:10][CH:20]=[C:21]([CH2:22][C:23]([O:29][CH3:30])([CH3:28])[C:24]([O:26][CH3:27])=[O:25])[N:11]=2)=[N:6][CH:7]=1, predict the reactants needed to synthesize it. The reactants are: [Br:1][C:2]1[CH:3]=[C:4]([O:12][C:13]2[CH:18]=[CH:17][CH:16]=[CH:15][CH:14]=2)[C:5]([NH:8][C:9]([NH2:11])=[S:10])=[N:6][CH:7]=1.Br[CH2:20][C:21](=O)[CH2:22][C:23]([O:29][CH3:30])([CH3:28])[C:24]([O:26][CH3:27])=[O:25]. (6) The reactants are: [CH:1]1([C:4]2[CH:5]=[CH:6][C:7]([C:18]([NH:20][C:21]([CH2:29][CH3:30])([CH2:27][CH3:28])[C:22]([O:24]CC)=[O:23])=[O:19])=[N:8][C:9]=2[O:10][CH2:11][CH:12]2[CH2:17][CH2:16][O:15][CH2:14][CH2:13]2)[CH2:3][CH2:2]1.[OH-].[Na+]. Given the product [CH:1]1([C:4]2[CH:5]=[CH:6][C:7]([C:18]([NH:20][C:21]([CH2:29][CH3:30])([CH2:27][CH3:28])[C:22]([OH:24])=[O:23])=[O:19])=[N:8][C:9]=2[O:10][CH2:11][CH:12]2[CH2:13][CH2:14][O:15][CH2:16][CH2:17]2)[CH2:3][CH2:2]1, predict the reactants needed to synthesize it. (7) Given the product [CH3:1][N:2]1[C:10]2[C:5](=[CH:6][C:7]([NH2:11])=[CH:8][CH:9]=2)[C:4]([CH3:14])=[N:3]1, predict the reactants needed to synthesize it. The reactants are: [CH3:1][N:2]1[C:10]2[C:5](=[CH:6][C:7]([N+:11]([O-])=O)=[CH:8][CH:9]=2)[C:4]([CH3:14])=[N:3]1.NN.O. (8) Given the product [OH:22][C:17]1[CH:18]=[CH:19][C:20]([C:13]2([C:1]3[CH:2]=[CH:3][C:6]([OH:24])=[C:5]([CH3:13])[CH:4]=3)[C:5]3[CH:4]=[CH:9][CH:8]=[CH:7][C:6]=3[C:11]3[C:12]2=[CH:1][CH:2]=[CH:3][CH:10]=3)=[CH:21][C:16]=1[CH3:15], predict the reactants needed to synthesize it. The reactants are: [C:1]1(=O)[C:13]2[C:5]([C:6]3[C:11]([CH:12]=2)=[CH:10][CH:9]=[CH:8][CH:7]=3)=[CH:4][CH:3]=[CH:2]1.[CH3:15][C:16]1[CH:21]=[CH:20][CH:19]=[CH:18][C:17]=1[OH:22].Cl.[OH-:24].[Na+]. (9) Given the product [CH:1]([N:14]1[CH2:17][CH:16]([O:18][S:20]([CH3:19])(=[O:22])=[O:21])[CH2:15]1)([C:8]1[CH:13]=[CH:12][CH:11]=[CH:10][CH:9]=1)[C:2]1[CH:3]=[CH:4][CH:5]=[CH:6][CH:7]=1, predict the reactants needed to synthesize it. The reactants are: [CH:1]([N:14]1[CH2:17][CH:16]([OH:18])[CH2:15]1)([C:8]1[CH:13]=[CH:12][CH:11]=[CH:10][CH:9]=1)[C:2]1[CH:7]=[CH:6][CH:5]=[CH:4][CH:3]=1.[CH3:19][S:20](Cl)(=[O:22])=[O:21].